Dataset: Reaction yield outcomes from USPTO patents with 853,638 reactions. Task: Predict the reaction yield, written as a fraction of the theoretical maximum amount of product (1.0 means a 100% yield; for example, 0.34 means a 34% yield). (1) The reactants are [O:1]=[C:2]1[CH2:7][CH2:6][N:5]([C:8]([O:10][C:11]([CH3:14])([CH3:13])[CH3:12])=[O:9])[CH2:4][CH2:3]1.[CH3:15][O:16][C:17]1[CH:22]=[CH:21][C:20]([Mg]Br)=[CH:19][CH:18]=1. The catalyst is C(OCC)C. The product is [OH:1][C:2]1([C:20]2[CH:21]=[CH:22][C:17]([O:16][CH3:15])=[CH:18][CH:19]=2)[CH2:3][CH2:4][N:5]([C:8]([O:10][C:11]([CH3:14])([CH3:13])[CH3:12])=[O:9])[CH2:6][CH2:7]1. The yield is 1.00. (2) The reactants are [CH3:1][CH:2]([CH3:15])[CH2:3][CH2:4][NH:5][C:6]([C:8]1[N:9]=[N:10][C:11](Cl)=[CH:12][CH:13]=1)=[O:7].[CH2:16]([N:23]1[CH2:28][CH2:27][NH:26][CH2:25][CH2:24]1)[C:17]1[CH:22]=[CH:21][CH:20]=[CH:19][CH:18]=1.N12CCCN=C1CCCCC2. The catalyst is [Br-].C([N+](CCCC)(CCCC)CCCC)CCC.O1CCOCC1. The product is [CH3:1][CH:2]([CH3:15])[CH2:3][CH2:4][NH:5][C:6]([C:8]1[N:9]=[N:10][C:11]([N:26]2[CH2:27][CH2:28][N:23]([CH2:16][C:17]3[CH:18]=[CH:19][CH:20]=[CH:21][CH:22]=3)[CH2:24][CH2:25]2)=[CH:12][CH:13]=1)=[O:7]. The yield is 0.750.